This data is from Forward reaction prediction with 1.9M reactions from USPTO patents (1976-2016). The task is: Predict the product of the given reaction. (1) Given the reactants I[C:2]1[CH:6]=[CH:5][N:4]([CH3:7])[N:3]=1.C([Mg]Br)C.[CH3:12][Si:13]([CH3:20])([CH3:19])[C:14]#[C:15][C:16](=[O:18])[CH3:17].[Cl-].[NH4+], predict the reaction product. The product is: [CH3:7][N:4]1[CH:5]=[CH:6][C:2]([C:16]([OH:18])([C:15]#[C:14][Si:13]([CH3:20])([CH3:19])[CH3:12])[CH3:17])=[N:3]1. (2) Given the reactants [C:1]([C:3]1[CH:11]=[C:10]2[C:6]([CH:7]=[CH:8][NH:9]2)=[CH:5][CH:4]=1)#[N:2].[H-].[Na+].S(O[CH2:25][CH:26]1[CH2:31][CH2:30][N:29]([C:32]([O:34][CH2:35][C:36]2[CH:41]=[CH:40][CH:39]=[CH:38][CH:37]=2)=[O:33])[CH2:28][CH2:27]1)(C1C=CC(C)=CC=1)(=O)=O, predict the reaction product. The product is: [CH2:35]([O:34][C:32]([N:29]1[CH2:30][CH2:31][CH:26]([CH2:25][N:9]2[C:10]3[C:6](=[CH:5][CH:4]=[C:3]([C:1]#[N:2])[CH:11]=3)[CH:7]=[CH:8]2)[CH2:27][CH2:28]1)=[O:33])[C:36]1[CH:37]=[CH:38][CH:39]=[CH:40][CH:41]=1. (3) Given the reactants [F:1][C:2]1[CH:7]=[C:6]([N+:8]([O-:10])=[O:9])[CH:5]=[CH:4][C:3]=1[CH:11]1[CH2:16][CH2:15][CH:14]([OH:17])[CH2:13][CH2:12]1.N1C=CN=C1.[Si:23](Cl)([C:26]([CH3:29])([CH3:28])[CH3:27])([CH3:25])[CH3:24], predict the reaction product. The product is: [C:26]([Si:23]([O:17][CH:14]1[CH2:15][CH2:16][CH:11]([C:3]2[CH:4]=[CH:5][C:6]([N+:8]([O-:10])=[O:9])=[CH:7][C:2]=2[F:1])[CH2:12][CH2:13]1)([CH3:25])[CH3:24])([CH3:29])([CH3:28])[CH3:27].